Task: Binary Classification. Given a miRNA mature sequence and a target amino acid sequence, predict their likelihood of interaction.. Dataset: Experimentally validated miRNA-target interactions with 360,000+ pairs, plus equal number of negative samples (1) The miRNA is hsa-miR-6884-5p with sequence AGAGGCUGAGAAGGUGAUGUUG. The protein sequence of the target gene is MSEDSEVVLQLPSAPVGAGGESLPELSPETATPEPPSSAAVSPGTEEPPGDTKKKIDILLKAVGDTPIMKTKKWAVERTRTIQGLIDFIKKFLKLVASEQLFIYVNQSFAPSPDQEVGTLYECFGSDGKLVLHYCKSQAWG. Result: 0 (no interaction). (2) The miRNA is hsa-miR-3127-3p with sequence UCCCCUUCUGCAGGCCUGCUGG. The protein sequence of the target gene is MSGSSGGATAPAASSGPAAAASAAGSGCGGGAGEGAEEAAKDLADIAAFFRSGFRKNDEMKAMDVLPILKEKVAYLSGGRDKRGGPILTFPARSNHDRIRQEDLRRLISYLACIPSEEVCKRGFTVIVDMRGSKWDSIKPLLKILQESFPCCIHIALIIKPDNFWQKQRTNFGSSKFEFETNMVSLEGLTKVVDPSQLTPEFDGCLEYNHEEWIEIRVAFEEYISNAAHMLSRLEELQDVLAKKELPQDLEGARNMIDEHSQLKKKVIKAPIEDLDLEGQKLLQRIQSSDSFPKKNSGSG.... Result: 0 (no interaction). (3) The miRNA is cel-miR-48-5p with sequence UGAGGUAGGCUCAGUAGAUGCGA. The protein sequence of the target gene is MSPKRDGLGTGDGLHSQVLQEQVSTGDNLHECDSQGPSKDTLVREGKTYKCKECGSVFNKNSLLVRHQQIHTGVKPYECQECGKAFPEKVDFVRPMRIHTGEKPCKCVECGKVFNRRSHLLCYRQIHTGEKPYECSECGKTFSYHSVFIQHRVTHTGEKLFGCKECGKTFYYNSSLTRHMKIHTGEKPCKCSECGKTFTYRSVFFRHSMTHTAGKPYECKECGKGFYYSYSLTRHTRSHTGEKPYECLEHRKDFGYHSAFAQQSKIHSGGKNL. Result: 0 (no interaction). (4) The miRNA is hsa-miR-26b-5p with sequence UUCAAGUAAUUCAGGAUAGGU. The protein sequence of the target gene is MKFLLDILLLLPLLIVCSLESFVKLFIPKRRKSVTGEIVLITGAGHGIGRLTAYEFAKLKSKLVLWDINKHGLEETAAKCKGLGAKVHTFVVDCSNREDIYSSAKKVKAEIGDVSILVNNAGVVYTSDLFATQDPQIEKTFEVNVLAHFWTTKAFLPAMTKNNHGHIVTVASAAGHVSVPFLLAYCSSKFAAVGFHKTLTDELAALQITGVKTTCLCPNFVNTGFIKNPSTSLGPTLEPEEVVNRLMHGILTEQKMIFIPSSIAFLTTLERILPERFLAVLKQKISVKFDAVIGYKMKAQ.... Result: 1 (interaction). (5) The miRNA is mmu-miR-466f-3p with sequence CAUACACACACACAUACACAC. The protein sequence of the target gene is MSILLPNMAEFDTISELEEEEEAATSSSSPSSSPSSSSSSSVSGPDEDEEDEEEEEEEDEEEEDEEEEEEEVPPPPRVVSEEHLRRYAPDPVLVRGAGHITVFGLSNKFDTEFPSVLTGKVAPEEFKTSIGRVNSCLKKALPVNVKWLLCGCLCCCCTLGCSLWPVICLNKRTRRSIQKLLEWENNRLYHKLALHWKLTKRKCETSNMMEYVILIEFLPKYPIFRPD. Result: 1 (interaction). (6) The miRNA is hsa-miR-1204 with sequence UCGUGGCCUGGUCUCCAUUAU. The protein sequence of the target gene is MNIDVEFHIRHNYPWNKLPANVRQSLGNSQREYEKQVVLYSIRNQLRYRNNLVKHVKKDERRYYEELLKYSRDHLMLYPYHLSDIMVKGLRITPFSYYTGIMEDIMNSEKSYDSLPNFTAADCLRLLGIGRNQYIDLMNQCRSSKKFFRRKTARDLLPIKPVEIAIEAWWVVQAGYITEDDIKICTLPEKCAVDKIIDSGPQLSGSLDYNVVHSLYNKGFIYLDVPISDDSCIAVPPLEGFVMNRVQGDYFETLLYKIFVSIDEHTNVAELANVLEIDLSLVKNAVSMYCRLGFAHKKGQ.... Result: 0 (no interaction). (7) The miRNA is hsa-miR-26a-5p with sequence UUCAAGUAAUCCAGGAUAGGCU. The protein sequence of the target gene is MNDTVTIRTRKFMTNRLLQRKQMVIDVLHPGKATVPKTEIREKLAKMYKTTPDVIFVFGFRTHFGGGKTTGFGMIYDSLDYAKKNEPKHRLARHGLYEKKKTSRKQRKERKNRMKKVRGTAKANVGAGKKPKE. Result: 1 (interaction).